From a dataset of Full USPTO retrosynthesis dataset with 1.9M reactions from patents (1976-2016). Predict the reactants needed to synthesize the given product. (1) Given the product [N:1]1([C:5]2[C:14]([CH2:15][C:16]3[CH:21]=[CH:20][C:19]([C:22]([F:25])([F:24])[F:23])=[CH:18][CH:17]=3)=[C:13]([Cl:26])[C:12]3[C:7](=[CH:8][CH:9]=[C:10]([CH:40]([C:39]4[C:34]([CH3:33])=[N:35][C:36]([CH3:42])=[CH:37][CH:38]=4)[OH:41])[CH:11]=3)[N:6]=2)[CH2:4][CH2:3][CH2:2]1, predict the reactants needed to synthesize it. The reactants are: [N:1]1([C:5]2[C:14]([CH2:15][C:16]3[CH:21]=[CH:20][C:19]([C:22]([F:25])([F:24])[F:23])=[CH:18][CH:17]=3)=[C:13]([Cl:26])[C:12]3[C:7](=[CH:8][CH:9]=[C:10](Br)[CH:11]=3)[N:6]=2)[CH2:4][CH2:3][CH2:2]1.[Li]CCCC.[CH3:33][C:34]1[C:39]([CH:40]=[O:41])=[CH:38][CH:37]=[C:36]([CH3:42])[N:35]=1. (2) The reactants are: [CH:1]1[C:10]2[C:5](=[CH:6][CH:7]=[CH:8][CH:9]=2)[CH:4]=[CH:3][C:2]=1[C:11]1[N:12]=[C:13]([NH:16][C:17]([C:19]2[CH:28]=[CH:27][CH:26]=[CH:25][C:20]=2[C:21]([O:23][CH3:24])=[O:22])=O)[S:14][CH:15]=1.COC1C=CC(P2(SP(C3C=CC(OC)=CC=3)(=S)S2)=[S:38])=CC=1. Given the product [CH:1]1[C:10]2[C:5](=[CH:6][CH:7]=[CH:8][CH:9]=2)[CH:4]=[CH:3][C:2]=1[C:11]1[N:12]=[C:13]([NH:16][C:17]([C:19]2[CH:28]=[CH:27][CH:26]=[CH:25][C:20]=2[C:21]([O:23][CH3:24])=[O:22])=[S:38])[S:14][CH:15]=1, predict the reactants needed to synthesize it. (3) Given the product [Cl:21][C:16]1[CH:15]=[C:14]([C:12]2[CH:11]=[C:10]([CH3:22])[N:9]=[C:8]([C:4]3[CH:3]=[C:2]([C:27]4[CH:26]=[N:25][C:24]([NH2:23])=[N:29][CH:28]=4)[CH:7]=[CH:6][CH:5]=3)[CH:13]=2)[CH:19]=[CH:18][C:17]=1[Cl:20], predict the reactants needed to synthesize it. The reactants are: Br[C:2]1[CH:3]=[C:4]([C:8]2[CH:13]=[C:12]([C:14]3[CH:19]=[CH:18][C:17]([Cl:20])=[C:16]([Cl:21])[CH:15]=3)[CH:11]=[C:10]([CH3:22])[N:9]=2)[CH:5]=[CH:6][CH:7]=1.[NH2:23][C:24]1[N:29]=[CH:28][C:27](B2OC(C)(C)C(C)(C)O2)=[CH:26][N:25]=1. (4) The reactants are: [CH3:1][O:2][C:3](=[O:16])[C@H:4]([CH2:6][C:7]1[C:15]2[C:10](=[CH:11][CH:12]=[CH:13][CH:14]=2)[NH:9][CH:8]=1)[NH2:5].[CH3:17][C:18]1[S:22][C:21]([CH:23]=O)=[CH:20][CH:19]=1. Given the product [CH3:23][C:21]1[S:22][C:18]([CH:17]2[C:8]3[NH:9][C:10]4[C:15]([C:7]=3[CH2:6][CH:4]([C:3]([O:2][CH3:1])=[O:16])[NH:5]2)=[CH:14][CH:13]=[CH:12][CH:11]=4)=[CH:19][CH:20]=1, predict the reactants needed to synthesize it. (5) The reactants are: S(Cl)(Cl)=O.[O:5]1[CH2:10][CH2:9][N:8]([C:11]2[CH:19]=[CH:18][C:14]([C:15]([OH:17])=[O:16])=[CH:13][CH:12]=2)[CH2:7][CH2:6]1.[CH3:20]O. Given the product [CH3:20][O:16][C:15](=[O:17])[C:14]1[CH:13]=[CH:12][C:11]([N:8]2[CH2:7][CH2:6][O:5][CH2:10][CH2:9]2)=[CH:19][CH:18]=1, predict the reactants needed to synthesize it. (6) Given the product [Cl:2][C:3]1[CH:8]=[CH:7][N:6]([C:17]([O:19][C:20]2[CH:25]=[CH:24][CH:23]=[CH:22][CH:21]=2)=[O:18])[CH:5]([CH:9]2[CH2:13][CH2:12][CH2:11][CH2:10]2)[CH:4]=1, predict the reactants needed to synthesize it. The reactants are: Cl.[Cl:2][C:3]1[CH:8]=[CH:7][N:6]=[CH:5][CH:4]=1.[CH2:9]([Mg]Br)[CH2:10][CH2:11][CH2:12][CH3:13].Cl[C:17]([O:19][C:20]1[CH:25]=[CH:24][CH:23]=[CH:22][CH:21]=1)=[O:18]. (7) Given the product [Br:1][C:2]1[CH:3]=[C:4]([C:10]2[N:14]([C:15]3[CH:16]=[N:17][CH:18]=[CH:19][CH:20]=3)[N:13]=[C:12]([C:21]([N:47]3[CH2:46][CH2:43][NH:45][CH2:49][C:48]3=[O:50])=[O:22])[CH:11]=2)[CH:5]=[C:6]([O:8][CH3:9])[CH:7]=1, predict the reactants needed to synthesize it. The reactants are: [Br:1][C:2]1[CH:3]=[C:4]([C:10]2[N:14]([C:15]3[CH:16]=[N:17][CH:18]=[CH:19][CH:20]=3)[N:13]=[C:12]([C:21](O)=[O:22])[CH:11]=2)[CH:5]=[C:6]([O:8][CH3:9])[CH:7]=1.ClC1C=C(C2N(C3C=CC=CN=3)N=C([C:43]([N:45]3[CH2:49][C:48](=[O:50])[NH:47][CH2:46]3)=O)C=2)C=C(F)C=1.O=C1CNCCN1. (8) Given the product [ClH:37].[ClH:37].[C:1]([C:3]1[CH:4]=[N:5][C:6]2[C:11]([C:12]=1[NH:13][C:14]1[CH:19]=[CH:18][C:17]([C:30]#[C:29][CH2:28][N:31]3[CH2:36][CH2:35][O:34][CH2:33][CH2:32]3)=[C:16]3[O:21][CH2:22][O:23][C:15]=13)=[CH:10][C:9]([O:24][CH3:25])=[C:8]([O:26][CH3:27])[CH:7]=2)#[N:2], predict the reactants needed to synthesize it. The reactants are: [C:1]([C:3]1[CH:4]=[N:5][C:6]2[C:11]([C:12]=1[NH:13][C:14]1[CH:19]=[CH:18][C:17](I)=[C:16]3[O:21][CH2:22][O:23][C:15]=13)=[CH:10][C:9]([O:24][CH3:25])=[C:8]([O:26][CH3:27])[CH:7]=2)#[N:2].[CH2:28]([N:31]1[CH2:36][CH2:35][O:34][CH2:33][CH2:32]1)[C:29]#[CH:30].[ClH:37]. (9) Given the product [C:6]([O:8][CH2:9][CH:17]([CH2:15][CH3:16])[CH2:20][CH2:21][CH2:22][CH3:23])(=[O:7])[C:5]1[CH:10]=[CH:11][C:2]([C:1]([O:13][CH3:14])=[O:12])=[CH:3][CH:4]=1, predict the reactants needed to synthesize it. The reactants are: [C:1]([O:13][CH3:14])(=[O:12])[C:2]1[CH:11]=[CH:10][C:5]([C:6]([O:8][CH3:9])=[O:7])=[CH:4][CH:3]=1.[CH2:15]([CH:17]([CH2:20][CH2:21][CH2:22][CH3:23])CO)[CH3:16]. (10) Given the product [Br:17][CH2:18][C:19]([NH:14][CH2:13][CH2:12][C:11]1[CH:10]=[CH:9][C:8]([O:1][C:2]2[CH:3]=[CH:4][CH:5]=[CH:6][CH:7]=2)=[CH:16][CH:15]=1)=[O:20], predict the reactants needed to synthesize it. The reactants are: [O:1]([C:8]1[CH:16]=[CH:15][C:11]([CH2:12][CH2:13][NH2:14])=[CH:10][CH:9]=1)[C:2]1[CH:7]=[CH:6][CH:5]=[CH:4][CH:3]=1.[Br:17][CH2:18][C:19](Br)=[O:20].N1C=CC=CC=1.